This data is from NCI-60 drug combinations with 297,098 pairs across 59 cell lines. The task is: Regression. Given two drug SMILES strings and cell line genomic features, predict the synergy score measuring deviation from expected non-interaction effect. Drug 1: C1=CC=C(C(=C1)C(C2=CC=C(C=C2)Cl)C(Cl)Cl)Cl. Drug 2: CN(CC1=CN=C2C(=N1)C(=NC(=N2)N)N)C3=CC=C(C=C3)C(=O)NC(CCC(=O)O)C(=O)O. Cell line: M14. Synergy scores: CSS=22.1, Synergy_ZIP=0.773, Synergy_Bliss=0.610, Synergy_Loewe=-1.74, Synergy_HSA=-0.920.